Dataset: Full USPTO retrosynthesis dataset with 1.9M reactions from patents (1976-2016). Task: Predict the reactants needed to synthesize the given product. (1) Given the product [C:39]([C:36]1[CH:37]=[CH:38][C:33]([NH:1][C:2]2[C:6]([C:7]#[N:8])=[CH:5][N:4]([C:9]3[CH:14]=[CH:13][CH:12]=[C:11]([N:15]4[N:24]=[CH:23][C:22]5[C:17](=[CH:18][CH:19]=[C:20]([C:25]([CH3:26])([CH3:27])[CH3:28])[CH:21]=5)[C:16]4=[O:29])[C:10]=3[CH2:30][OH:31])[N:3]=2)=[CH:34][CH:35]=1)(=[O:41])[CH3:40], predict the reactants needed to synthesize it. The reactants are: [NH2:1][C:2]1[C:6]([C:7]#[N:8])=[CH:5][N:4]([C:9]2[CH:14]=[CH:13][CH:12]=[C:11]([N:15]3[N:24]=[CH:23][C:22]4[C:17](=[CH:18][CH:19]=[C:20]([C:25]([CH3:28])([CH3:27])[CH3:26])[CH:21]=4)[C:16]3=[O:29])[C:10]=2[CH2:30][OH:31])[N:3]=1.Br[C:33]1[CH:38]=[CH:37][C:36]([C:39](=[O:41])[CH3:40])=[CH:35][CH:34]=1.CC(C1C=C(C(C)C)C(C2C(P(C3CCCCC3)C3CCCCC3)=C(OC)C=CC=2OC)=C(C(C)C)C=1)C.C(=O)([O-])[O-].[Cs+].[Cs+]. (2) Given the product [Cl:36][C:37]1[N:55]=[C:40]2[C:41]([NH:45][CH2:46][C:47]3[CH:52]=[CH:51][C:50]([O:53][CH3:54])=[CH:49][CH:48]=3)=[CH:42][CH:43]=[CH:44][N:39]2[N:38]=1.[CH3:54][O:53][C:50]1[CH:49]=[CH:48][C:47]([CH2:46][NH:45][C:41]2[C:40]3[N:39]([N:38]=[C:37]([NH:35][C:32]4[CH:33]=[CH:34][C:29]([N:26]5[CH2:25][CH2:24][N:23]([CH3:22])[CH2:28][CH2:27]5)=[CH:30][CH:31]=4)[N:55]=3)[CH:44]=[CH:43][CH:42]=2)=[CH:52][CH:51]=1, predict the reactants needed to synthesize it. The reactants are: BrC1C2N(N=C(Cl)N=2)C=CC=1.COC1C=CC(CN)=CC=1.[CH3:22][N:23]1[CH2:28][CH2:27][N:26]([C:29]2[CH:34]=[CH:33][C:32]([NH2:35])=[CH:31][CH:30]=2)[CH2:25][CH2:24]1.[Cl:36][C:37]1[N:55]=[C:40]2[C:41]([NH:45][CH2:46][C:47]3[CH:52]=[CH:51][C:50]([O:53][CH3:54])=[CH:49][CH:48]=3)=[CH:42][CH:43]=[CH:44][N:39]2[N:38]=1. (3) Given the product [Br:30][C:12]1[N:13]([CH:16]2[CH2:21][CH2:20][CH2:19][CH2:18][O:17]2)[C:14]2[C:10]([N:11]=1)=[C:9]([NH2:22])[N:8]=[C:7]([O:6][CH:2]([CH3:1])[CH2:3][O:4][CH3:5])[N:15]=2, predict the reactants needed to synthesize it. The reactants are: [CH3:1][CH:2]([O:6][C:7]1[N:15]=[C:14]2[C:10]([N:11]=[CH:12][N:13]2[CH:16]2[CH2:21][CH2:20][CH2:19][CH2:18][O:17]2)=[C:9]([NH2:22])[N:8]=1)[CH2:3][O:4][CH3:5].C1C(=O)N([Br:30])C(=O)C1.